This data is from Forward reaction prediction with 1.9M reactions from USPTO patents (1976-2016). The task is: Predict the product of the given reaction. Given the reactants [CH:1]1([CH2:4][NH:5][CH2:6][CH2:7][C:8]2[CH:13]=[CH:12][C:11]([O:14][CH3:15])=[C:10]([O:16][CH3:17])[CH:9]=2)[CH2:3][CH2:2]1.[Br:18][C:19]1[N:27]=[CH:26][CH:25]=[CH:24][C:20]=1[C:21](O)=[O:22], predict the reaction product. The product is: [Br:18][C:19]1[N:27]=[CH:26][CH:25]=[CH:24][C:20]=1[C:21]([N:5]([CH2:4][CH:1]1[CH2:3][CH2:2]1)[CH2:6][CH2:7][C:8]1[CH:13]=[CH:12][C:11]([O:14][CH3:15])=[C:10]([O:16][CH3:17])[CH:9]=1)=[O:22].